From a dataset of Reaction yield outcomes from USPTO patents with 853,638 reactions. Predict the reaction yield, written as a fraction of the theoretical maximum amount of product (1.0 means a 100% yield; for example, 0.34 means a 34% yield). The product is [C:23]([C:27]1[CH:31]=[C:30]([NH:32][C:33]([NH:19][C:18]2[CH:20]=[CH:21][CH:22]=[C:16]([O:15][C:6]3[C:5]4[C:10](=[CH:11][C:12]([O:13][CH3:14])=[C:3]([O:2][CH3:1])[CH:4]=4)[N:9]=[CH:8][N:7]=3)[CH:17]=2)=[O:34])[N:29]([C:42]2[CH:43]=[N:44][CH:45]=[C:46]([F:48])[CH:47]=2)[N:28]=1)([CH3:26])([CH3:24])[CH3:25]. The reactants are [CH3:1][O:2][C:3]1[CH:4]=[C:5]2[C:10](=[CH:11][C:12]=1[O:13][CH3:14])[N:9]=[CH:8][N:7]=[C:6]2[O:15][C:16]1[CH:17]=[C:18]([CH:20]=[CH:21][CH:22]=1)[NH2:19].[C:23]([C:27]1[CH:31]=[C:30]([NH:32][C:33](=O)[O:34]C2C=CC=CC=2)[N:29]([C:42]2[CH:43]=[N:44][CH:45]=[C:46]([F:48])[CH:47]=2)[N:28]=1)([CH3:26])([CH3:25])[CH3:24]. The catalyst is C1COCC1.CN(C1C=CN=CC=1)C. The yield is 0.500.